From a dataset of Full USPTO retrosynthesis dataset with 1.9M reactions from patents (1976-2016). Predict the reactants needed to synthesize the given product. (1) Given the product [O:19]=[C:9]1[C:10]2=[CH:16][NH:15][C:14]([CH:17]=[O:18])=[C:11]2[CH2:12][CH2:13][NH:8]1, predict the reactants needed to synthesize it. The reactants are: C(OC([N:8]1[CH2:13][CH2:12][C:11]2=[C:14]([CH:17]=[O:18])[NH:15][CH:16]=[C:10]2[C:9]1=[O:19])=O)(C)(C)C. (2) Given the product [N:60]([C:63]1[CH:92]=[CH:91][CH:90]=[CH:89][C:64]=1[CH2:65][O:66][C:67]([NH:69][CH2:70][CH2:71][CH2:72][CH2:73][C@@H:74]([NH:81][C:82]([O:84][C:85]([CH3:86])([CH3:87])[CH3:88])=[O:83])[C:75]([O:40][C@H:39]1[C@@H:38]([OH:41])[C@H:37]([N:42]2[CH:50]=[N:49][C:48]3[C:43]2=[N:44][CH:45]=[N:46][C:47]=3[NH2:51])[O:36][C@H:35]1[CH2:34][O:33][P:30]([O:29][C@H:28]1[CH2:27][C@H:26]([N:52]2[CH:57]=[CH:56][C:55]([NH2:58])=[N:54][C:53]2=[O:59])[O:25][C@@H:24]1[CH2:23][O:22][P:18]([OH:21])([OH:20])=[O:19])([OH:32])=[O:31])=[O:76])=[O:68])=[N+:61]=[N-:62], predict the reactants needed to synthesize it. The reactants are: C([N+](CCCC)(CCCC)CCCC)CCC.[P:18]([O:22][CH2:23][C@@H:24]1[C@@H:28]([O:29][P:30]([O:33][CH2:34][C@@H:35]2[C@@H:39]([OH:40])[C@@H:38]([OH:41])[C@H:37]([N:42]3[CH:50]=[N:49][C:48]4[C:43]3=[N:44][CH:45]=[N:46][C:47]=4[NH2:51])[O:36]2)([OH:32])=[O:31])[CH2:27][C@H:26]([N:52]2[CH:57]=[CH:56][C:55]([NH2:58])=[N:54][C:53]2=[O:59])[O:25]1)([OH:21])([OH:20])=[O:19].[N:60]([C:63]1[CH:92]=[CH:91][CH:90]=[CH:89][C:64]=1[CH2:65][O:66][C:67]([NH:69][CH2:70][CH2:71][CH2:72][CH2:73][C@H:74]([NH:81][C:82]([O:84][C:85]([CH3:88])([CH3:87])[CH3:86])=[O:83])[C:75](OCC#N)=[O:76])=[O:68])=[N+:61]=[N-:62].C(#N)C.